The task is: Predict which catalyst facilitates the given reaction.. This data is from Catalyst prediction with 721,799 reactions and 888 catalyst types from USPTO. (1) Reactant: [O:1]1[CH2:5][CH2:4][O:3][CH:2]1[CH2:6][CH2:7][CH2:8][CH2:9][CH2:10][CH2:11][CH2:12][CH2:13][O:14][C:15]1[CH:16]=[C:17]([CH:21](C2C=CC=CC=2)[NH2:22])[CH:18]=[CH:19][CH:20]=1.[C:29](Cl)(=[O:39])[O:30][C@@H:31]1[CH:36]2[CH2:37][CH2:38][N:33]([CH2:34][CH2:35]2)[CH2:32]1.O. Product: [N:33]12[CH2:38][CH2:37][CH:36]([CH2:35][CH2:34]1)[C@@H:31]([O:30][C:29](=[O:39])[N:22]([C:15]1[CH:16]=[CH:17][CH:18]=[CH:19][CH:20]=1)[CH2:21][C:17]1[CH:18]=[CH:19][CH:20]=[C:15]([O:14][CH2:13][CH2:12][CH2:11][CH2:10][CH2:9][CH2:8][CH2:7][CH2:6][CH:2]3[O:1][CH2:5][CH2:4][O:3]3)[CH:16]=1)[CH2:32]2. The catalyst class is: 17. (2) Reactant: [CH3:1][O:2][C:3]([C:5]1[CH:6]=[C:7]([CH:11]=[CH:12][CH:13]=1)[C:8]([OH:10])=O)=[O:4].CN(C(ON1N=NC2C=CC=CC1=2)=[N+](C)C)C.[B-](F)(F)(F)F.[CH3:36][NH:37][CH2:38][C:39]1[S:40][CH:41]=[C:42]([CH3:44])[N:43]=1.CCN(C(C)C)C(C)C.Cl. Product: [CH3:1][O:2][C:3](=[O:4])[C:5]1[CH:13]=[CH:12][CH:11]=[C:7]([C:8]([N:37]([CH3:36])[CH2:38][C:39]2[S:40][CH:41]=[C:42]([CH3:44])[N:43]=2)=[O:10])[CH:6]=1. The catalyst class is: 3. (3) Product: [Cl:5][C:6]1[CH:10]=[C:9]([C:11]([NH:4][CH2:3][CH2:1][OH:2])=[O:12])[NH:8][C:7]=1[C:14]([O:16][CH3:17])=[O:15]. The catalyst class is: 1. Reactant: [CH2:1]([CH2:3][NH2:4])[OH:2].[Cl:5][C:6]1[CH:10]=[C:9]([C:11](Cl)=[O:12])[NH:8][C:7]=1[C:14]([O:16][CH3:17])=[O:15]. (4) Reactant: [C:1]([OH:24])(=O)[CH2:2][CH2:3]/[CH:4]=[CH:5]\[CH2:6]/[CH:7]=[CH:8]\[CH2:9]/[CH:10]=[CH:11]\[CH2:12]/[CH:13]=[CH:14]\[CH2:15]/[CH:16]=[CH:17]\[CH2:18]/[CH:19]=[CH:20]\[CH2:21][CH3:22].C[N:26](C(ON1N=NC2C=CC=NC1=2)=[N+](C)C)C.F[P-](F)(F)(F)(F)F.CCN(C(C)C)C(C)C. Product: [C:1]([NH2:26])(=[O:24])[CH2:2][CH2:3][CH:4]=[CH:5][CH2:6][CH:7]=[CH:8][CH2:9][CH:10]=[CH:11][CH2:12][CH:13]=[CH:14][CH2:15][CH:16]=[CH:17][CH2:18][CH:19]=[CH:20][CH2:21][CH3:22]. The catalyst class is: 210. (5) Reactant: [Br:1][C:2]1[C:3](Cl)=[N:4][C:5]([Cl:8])=[N:6][CH:7]=1.[CH3:10][CH:11]([CH3:14])[CH2:12][OH:13].[H-].[Na+].O. Product: [Br:1][C:2]1[C:3]([O:13][CH2:12][CH:11]([CH3:14])[CH3:10])=[N:4][C:5]([Cl:8])=[N:6][CH:7]=1. The catalyst class is: 1. (6) Reactant: [CH3:1][C:2]1[CH:7]=[C:6]([N+:8]([O-:10])=[O:9])[CH:5]=[CH:4][C:3]=1[OH:11].[C:12](=O)([O-])[O-].[K+].[K+].CI. Product: [CH3:12][O:11][C:3]1[CH:4]=[CH:5][C:6]([N+:8]([O-:10])=[O:9])=[CH:7][C:2]=1[CH3:1]. The catalyst class is: 10. (7) The catalyst class is: 2. Product: [CH2:1]([O:3][C:4]([C:6]1[CH2:7][N:8]([C:13]([O:15][C:16]([CH3:18])([CH3:17])[CH3:19])=[O:14])[CH2:9][CH2:10][C:11]=1[NH:12][C:26]([O:27][C:28]1[CH:33]=[CH:32][CH:31]=[CH:30][CH:29]=1)=[O:34])=[O:5])[CH3:2]. Reactant: [CH2:1]([O:3][C:4]([C:6]1[CH2:7][N:8]([C:13]([O:15][C:16]([CH3:19])([CH3:18])[CH3:17])=[O:14])[CH2:9][CH2:10][C:11]=1[NH2:12])=[O:5])[CH3:2].N1C=CC=CC=1.[C:26](Cl)(=[O:34])[O:27][C:28]1[CH:33]=[CH:32][CH:31]=[CH:30][CH:29]=1.O. (8) Reactant: Br[C:2]1[C:3](=[O:34])[N:4]([CH2:12][CH2:13][CH2:14][O:15][C:16]2[CH:33]=[CH:32][C:19]3[N:20]([CH2:30][CH3:31])[C:21](=[O:29])[C:22]([CH3:28])([CH3:27])[C:23](=[O:26])[N:24]([CH3:25])[C:18]=3[CH:17]=2)[C:5]2[C:10]([CH:11]=1)=[CH:9][CH:8]=[CH:7][CH:6]=2.[C:35]1(B(O)O)[CH:40]=[CH:39][CH:38]=[CH:37][CH:36]=1.C(=O)([O-])[O-].[K+].[K+].O1CCOCC1. Product: [CH2:30]([N:20]1[C:21](=[O:29])[C:22]([CH3:28])([CH3:27])[C:23](=[O:26])[N:24]([CH3:25])[C:18]2[CH:17]=[C:16]([O:15][CH2:14][CH2:13][CH2:12][N:4]3[C:5]4[C:10](=[CH:9][CH:8]=[CH:7][CH:6]=4)[CH:11]=[C:2]([C:35]4[CH:40]=[CH:39][CH:38]=[CH:37][CH:36]=4)[C:3]3=[O:34])[CH:33]=[CH:32][C:19]1=2)[CH3:31]. The catalyst class is: 690. (9) Reactant: [CH3:1][Si:2]([CH3:10])([CH3:9])[C:3]#[C:4][CH2:5][CH2:6][CH2:7][OH:8].CCN(CC)CC.Cl[S:19]([N:22]=C=O)(=[O:21])=[O:20].C(O)=O. Product: [S:19](=[O:21])(=[O:20])([O:8][CH2:7][CH2:6][CH2:5][C:4]#[C:3][Si:2]([CH3:10])([CH3:9])[CH3:1])[NH2:22]. The catalyst class is: 2.